From a dataset of Full USPTO retrosynthesis dataset with 1.9M reactions from patents (1976-2016). Predict the reactants needed to synthesize the given product. Given the product [N:15]1[CH:16]=[CH:17][N:18]2[CH:23]=[CH:22][N:21]=[C:20]([N:24]3[CH2:28][CH2:27][C@H:26]([NH:29][C:12]([C:7]4[N:6]=[CH:5][C:4]5[C:9](=[CH:10][CH:11]=[C:2]([CH3:1])[CH:3]=5)[N:8]=4)=[O:14])[CH2:25]3)[C:19]=12, predict the reactants needed to synthesize it. The reactants are: [CH3:1][C:2]1[CH:3]=[C:4]2[C:9](=[CH:10][CH:11]=1)[N:8]=[C:7]([C:12]([OH:14])=O)[N:6]=[CH:5]2.[N:15]1[CH:16]=[CH:17][N:18]2[CH:23]=[CH:22][N:21]=[C:20]([N:24]3[CH2:28][CH2:27][C@H:26]([NH2:29])[CH2:25]3)[C:19]=12.C(N(CC)CC)C.CN(C(ON1N=NC2C=CC=NC1=2)=[N+](C)C)C.F[P-](F)(F)(F)(F)F.